This data is from Catalyst prediction with 721,799 reactions and 888 catalyst types from USPTO. The task is: Predict which catalyst facilitates the given reaction. (1) Reactant: [NH2:1][C:2](=[O:20])[C@@H:3]([NH:12]C(=O)OC(C)(C)C)[CH2:4][C:5]1[CH:10]=[CH:9][C:8]([I:11])=[CH:7][CH:6]=1.FC(F)(F)C(O)=O. Product: [NH2:12][C@@H:3]([CH2:4][C:5]1[CH:6]=[CH:7][C:8]([I:11])=[CH:9][CH:10]=1)[C:2]([NH2:1])=[O:20]. The catalyst class is: 4. (2) Product: [C:3]([C@H:4]1[NH:23][C:24]([C:31]2[CH:36]=[C:35]([N+:37]([O-:39])=[O:38])[CH:34]=[CH:33][C:32]=2[F:40])([CH3:30])[CH2:25][C:26](=[O:28])[N:13]1[CH3:12])([CH3:41])([CH3:2])[CH3:8]. The catalyst class is: 384. Reactant: F[C:2]1C=CC=[CH:4][C:3]=1[C:8](=O)C.Cl.[CH3:12][N:13](C)CCCN=C=NCC.[NH2:23][C@@:24]([C:31]1[CH:36]=[C:35]([N+:37]([O-:39])=[O:38])[CH:34]=[CH:33][C:32]=1[F:40])([CH3:30])[CH2:25][C:26]([O:28]C)=O.[CH:41](N(CC)C(C)C)(C)C. (3) Reactant: [I:1][C:2]1[CH:3]=[C:4]2[C:8](=[CH:9][CH:10]=1)[NH:7][C:6](=[O:11])[C:5]2=[N:12][NH:13][C:14]([C:16]1[CH:21]=[CH:20][C:19]([NH:22][C:23](=[O:34])[CH2:24][CH2:25][CH2:26][CH2:27][CH2:28][CH2:29][C:30]([O:32]C)=[O:31])=[CH:18][CH:17]=1)=[O:15].[OH-].[Na+]. Product: [I:1][C:2]1[CH:3]=[C:4]2[C:8](=[CH:9][CH:10]=1)[NH:7][C:6](=[O:11])[C:5]2=[N:12][NH:13][C:14]([C:16]1[CH:17]=[CH:18][C:19]([NH:22][C:23](=[O:34])[CH2:24][CH2:25][CH2:26][CH2:27][CH2:28][CH2:29][C:30]([OH:32])=[O:31])=[CH:20][CH:21]=1)=[O:15]. The catalyst class is: 20. (4) Product: [CH2:16]([N:7]1[CH:8]=[C:4]([Br:3])[C:5]([CH3:9])=[N:6]1)[C:13]1[CH:14]=[CH:15][CH:10]=[CH:11][CH:12]=1. The catalyst class is: 1. Reactant: [H-].[Na+].[Br:3][C:4]1[C:5]([CH3:9])=[N:6][NH:7][CH:8]=1.[CH:10]1[CH:15]=[CH:14][C:13]([CH2:16]Br)=[CH:12][CH:11]=1.